This data is from Forward reaction prediction with 1.9M reactions from USPTO patents (1976-2016). The task is: Predict the product of the given reaction. Given the reactants [C:1]([OH:6])(=[O:5])[C:2]([CH3:4])=[CH2:3].[CH:7]([CH:9]=[CH2:10])=[O:8].N(C(C)(C)C#N)=NC(C)(C)C#N.C(OC(C)COC)(=O)C, predict the reaction product. The product is: [C:1]([OH:6])(=[O:5])[C:2]([CH3:4])=[CH2:3].[CH:7]([CH:9]=[CH2:10])=[O:8].